Dataset: Forward reaction prediction with 1.9M reactions from USPTO patents (1976-2016). Task: Predict the product of the given reaction. (1) Given the reactants [Br:1][C:2]1[CH:3]=[C:4]([N+:11]([O-])=O)[C:5]([O:8][CH2:9][CH3:10])=[N:6][CH:7]=1.[Sn](Cl)Cl.[OH-].[Na+].S([O-])([O-])(=O)=O.[Na+].[Na+], predict the reaction product. The product is: [Br:1][C:2]1[CH:3]=[C:4]([NH2:11])[C:5]([O:8][CH2:9][CH3:10])=[N:6][CH:7]=1. (2) Given the reactants Br[C:2]1[CH:10]=[CH:9][C:5]2[S:6][CH:7]=[CH:8][C:4]=2[CH:3]=1.[Mg].II.BrC1SC2C=CC=CC=2C=1.CON(C)[C:27](=[O:29])[CH3:28], predict the reaction product. The product is: [S:6]1[CH:7]=[CH:8][C:4]2[CH:3]=[C:2]([C:27](=[O:29])[CH3:28])[CH:10]=[CH:9][C:5]1=2. (3) Given the reactants [Br:1][C:2]1[CH:3]=[CH:4][CH:5]=[C:6]2[C:15]=1[C:9]1([CH2:14][CH2:13][NH:12][CH2:11][CH2:10]1)[CH2:8][CH:7]2[NH:16][C:17](=[O:25])[O:18][CH2:19][CH2:20][Si:21]([CH3:24])([CH3:23])[CH3:22].[F:26][C:27]([F:40])([F:39])[C:28]1[CH:38]=[CH:37][CH:36]=[CH:35][C:29]=1[CH:30]=[CH:31][C:32](O)=[O:33].CCN(C(C)C)C(C)C.CN(C(ON1N=NC2C=CC=NC1=2)=[N+](C)C)C.F[P-](F)(F)(F)(F)F, predict the reaction product. The product is: [Br:1][C:2]1[CH:3]=[CH:4][CH:5]=[C:6]2[C:15]=1[C:9]1([CH2:14][CH2:13][N:12]([C:32](=[O:33])/[CH:31]=[CH:30]/[C:29]3[CH:35]=[CH:36][CH:37]=[CH:38][C:28]=3[C:27]([F:39])([F:40])[F:26])[CH2:11][CH2:10]1)[CH2:8][CH:7]2[NH:16][C:17](=[O:25])[O:18][CH2:19][CH2:20][Si:21]([CH3:22])([CH3:24])[CH3:23]. (4) Given the reactants [O:1]1[C:5]2[CH:6]=[CH:7][C:8]([C:10]3[C:11]([O:29][CH2:30][CH2:31][OH:32])=[N:12][N:13]([CH3:28])[C:14]=3[NH:15][S:16]([C:19]3[CH:24]=[CH:23][C:22]([CH:25]([CH3:27])[CH3:26])=[CH:21][N:20]=3)(=[O:18])=[O:17])=[CH:9][C:4]=2[O:3][CH2:2]1.[H-].[Na+].[Br:35][C:36]1[CH:37]=[N:38][C:39](Cl)=[N:40][CH:41]=1, predict the reaction product. The product is: [O:1]1[C:5]2[CH:6]=[CH:7][C:8]([C:10]3[C:11]([O:29][CH2:30][CH2:31][O:32][C:39]4[N:40]=[CH:41][C:36]([Br:35])=[CH:37][N:38]=4)=[N:12][N:13]([CH3:28])[C:14]=3[NH:15][S:16]([C:19]3[CH:24]=[CH:23][C:22]([CH:25]([CH3:27])[CH3:26])=[CH:21][N:20]=3)(=[O:18])=[O:17])=[CH:9][C:4]=2[O:3][CH2:2]1. (5) Given the reactants [C:1]([O:5][C:6](=[O:29])[NH:7][CH:8]([C:17](=[C:19]1C(=O)OC(C)(C)[O:21][C:20]1=O)[OH:18])[CH2:9][CH2:10][C:11]1[CH:16]=[CH:15][CH:14]=[CH:13][CH:12]=1)([CH3:4])([CH3:3])[CH3:2], predict the reaction product. The product is: [C:1]([O:5][C:6]([N:7]1[C:20](=[O:21])[CH:19]=[C:17]([OH:18])[CH:8]1[CH2:9][CH2:10][C:11]1[CH:16]=[CH:15][CH:14]=[CH:13][CH:12]=1)=[O:29])([CH3:4])([CH3:3])[CH3:2]. (6) Given the reactants [Cl:1][C:2]1[CH:3]=[C:4]([CH2:9][OH:10])[CH:5]=[N:6][C:7]=1Cl.C([O-])([O-])=O.[K+].[K+].[CH2:17]([Zn]CC)[CH3:18], predict the reaction product. The product is: [Cl:1][C:2]1[CH:3]=[C:4]([CH2:9][OH:10])[CH:5]=[N:6][C:7]=1[CH2:17][CH3:18]. (7) Given the reactants [NH2:1][C:2]1[N:7]=[C:6]([Cl:8])[C:5]([Br:9])=[C:4](Cl)[N:3]=1.[Cl:11][C:12]1[CH:13]=[CH:14][C:15]([O:21][CH3:22])=[C:16](B(O)O)[CH:17]=1.C1(P(C2C=CC=CC=2)C2C=CC=CC=2)C=CC=CC=1.C(=O)([O-])[O-].[Na+].[Na+], predict the reaction product. The product is: [Br:9][C:5]1[C:6]([Cl:8])=[N:7][C:2]([NH2:1])=[N:3][C:4]=1[C:14]1[CH:13]=[C:12]([Cl:11])[CH:17]=[CH:16][C:15]=1[O:21][CH3:22]. (8) Given the reactants CC1C=CC(S(O[CH2:12][CH2:13][C:14]([OH:17])([CH3:16])[CH3:15])(=O)=O)=CC=1.[Br:18][C:19]1[C:24]([CH3:25])=[CH:23][C:22]([OH:26])=[CH:21][C:20]=1[CH3:27].C(=O)([O-])[O-].[K+].[K+].C(OCC)(=O)C, predict the reaction product. The product is: [Br:18][C:19]1[C:24]([CH3:25])=[CH:23][C:22]([O:26][CH2:12][CH2:13][C:14]([CH3:16])([OH:17])[CH3:15])=[CH:21][C:20]=1[CH3:27]. (9) The product is: [CH3:24][S:25]([O:16][CH:14]1[CH2:15][CH:12]([CH2:11][N:8]2[CH2:7][CH2:6][N:5]([S:2]([CH3:1])(=[O:3])=[O:4])[CH2:10][CH2:9]2)[CH2:13]1)(=[O:27])=[O:26]. Given the reactants [CH3:1][S:2]([N:5]1[CH2:10][CH2:9][N:8]([CH2:11][C@@H:12]2[CH2:15][C@H:14]([OH:16])[CH2:13]2)[CH2:7][CH2:6]1)(=[O:4])=[O:3].C(N(CC)CC)C.[CH3:24][S:25](Cl)(=[O:27])=[O:26].O, predict the reaction product. (10) The product is: [N:1]1[CH:6]=[CH:5][CH:4]=[C:3]([CH2:7][NH:8][C:9](=[S:12])[NH:10][N:11]=[CH:19][C:14]2[CH:15]=[CH:16][CH:17]=[CH:18][N:13]=2)[CH:2]=1. Given the reactants [N:1]1[CH:6]=[CH:5][CH:4]=[C:3]([CH2:7][NH:8][C:9](=[S:12])[NH:10][NH2:11])[CH:2]=1.[N:13]1[CH:18]=[CH:17][CH:16]=[CH:15][C:14]=1[CH:19]=O, predict the reaction product.